This data is from Full USPTO retrosynthesis dataset with 1.9M reactions from patents (1976-2016). The task is: Predict the reactants needed to synthesize the given product. Given the product [Cl:23][C:24]1[CH:29]=[CH:28][CH:27]=[C:26]([F:30])[C:25]=1[C:7]1[CH:8]=[CH:9][CH:10]=[C:11]2[C:16]=1[CH:15]=[C:14]([C:17]([O:19][CH3:20])=[O:18])[CH:13]=[CH:12]2, predict the reactants needed to synthesize it. The reactants are: FC(F)(F)S(O[C:7]1[CH:8]=[CH:9][CH:10]=[C:11]2[C:16]=1[CH:15]=[C:14]([C:17]([O:19][CH3:20])=[O:18])[CH:13]=[CH:12]2)(=O)=O.[Cl:23][C:24]1[CH:29]=[CH:28][CH:27]=[C:26]([F:30])[C:25]=1OB(O)O.C(N(CC)CC)C.